Dataset: Forward reaction prediction with 1.9M reactions from USPTO patents (1976-2016). Task: Predict the product of the given reaction. Given the reactants [Si:1](Cl)([C:4]([CH3:7])([CH3:6])[CH3:5])([CH3:3])[CH3:2].[CH3:9][O:10][C:11](=[O:42])[C:12]1[CH:17]=[CH:16][C:15](C[C@@H]2CNCCN2C(=O)C2C=C(C(F)(F)F)C=C(C(F)(F)F)C=2)=[CH:14][C:13]=1[OH:41].C(N(CC)CC)C.O, predict the reaction product. The product is: [CH3:9][O:10][C:11](=[O:42])[C:12]1[CH:17]=[CH:16][CH:15]=[CH:14][C:13]=1[O:41][Si:1]([C:4]([CH3:7])([CH3:6])[CH3:5])([CH3:3])[CH3:2].